The task is: Predict the product of the given reaction.. This data is from Forward reaction prediction with 1.9M reactions from USPTO patents (1976-2016). (1) Given the reactants Cl.[NH:2]1[CH:6]=[C:5]([CH2:7][OH:8])[N:4]=[CH:3]1.N1C=CN=C1.[Si:14](Cl)([C:17]([CH3:20])([CH3:19])[CH3:18])([CH3:16])[CH3:15].O, predict the reaction product. The product is: [NH:2]1[CH:6]=[C:5]([CH2:7][O:8][Si:14]([C:17]([CH3:20])([CH3:19])[CH3:18])([CH3:16])[CH3:15])[N:4]=[CH:3]1. (2) Given the reactants [F:1][C:2]1([F:31])[CH2:7][CH2:6][N:5]([CH2:8][CH2:9][NH:10][C:11]2[N:16]=[CH:15][C:14]([C:17]3[CH:22]=[CH:21][C:20]([NH:23]C(=O)OC(C)(C)C)=[CH:19][CH:18]=3)=[CH:13][CH:12]=2)[CH2:4][CH2:3]1.[ClH:32], predict the reaction product. The product is: [ClH:32].[NH2:23][C:20]1[CH:19]=[CH:18][C:17]([C:14]2[CH:13]=[CH:12][C:11]([NH:10][CH2:9][CH2:8][N:5]3[CH2:6][CH2:7][C:2]([F:31])([F:1])[CH2:3][CH2:4]3)=[N:16][CH:15]=2)=[CH:22][CH:21]=1. (3) Given the reactants OC[C@H]1CCC(=O)N1CCC1C=CC(C(OC)=O)=CC=1.[CH3:21][O:22][C:23]([C:25]1[S:29][C:28](/[CH:30]=[CH:31]\[CH2:32][N:33]2[C:37](=[O:38])[CH2:36][CH2:35][C@@H:34]2[C:39](O)=[O:40])=[CH:27][CH:26]=1)=[O:24], predict the reaction product. The product is: [OH:40][CH2:39][C@H:34]1[CH2:35][CH2:36][C:37](=[O:38])[N:33]1[CH2:32]/[CH:31]=[CH:30]\[C:28]1[S:29][C:25]([C:23]([O:22][CH3:21])=[O:24])=[CH:26][CH:27]=1. (4) Given the reactants [F:1][C:2]1[CH:7]=[CH:6][C:5]([CH2:8][CH2:9][CH2:10][NH:11][CH2:12][C:13]([F:16])([F:15])[F:14])=[CH:4][CH:3]=1.[CH2:17]([N:24]([CH2:30][C:31]1[CH:36]=[CH:35][CH:34]=[CH:33][CH:32]=1)[C@@H:25]([C@H:27]1[CH2:29][O:28]1)[CH3:26])[C:18]1[CH:23]=[CH:22][CH:21]=[CH:20][CH:19]=1, predict the reaction product. The product is: [CH2:30]([N:24]([CH2:17][C:18]1[CH:19]=[CH:20][CH:21]=[CH:22][CH:23]=1)[C@H:25]([CH3:26])[C@@H:27]([OH:28])[CH2:29][N:11]([CH2:10][CH2:9][CH2:8][C:5]1[CH:6]=[CH:7][C:2]([F:1])=[CH:3][CH:4]=1)[CH2:12][C:13]([F:14])([F:15])[F:16])[C:31]1[CH:32]=[CH:33][CH:34]=[CH:35][CH:36]=1.